Dataset: Forward reaction prediction with 1.9M reactions from USPTO patents (1976-2016). Task: Predict the product of the given reaction. (1) The product is: [F:24][C:22]1[C:21]([F:25])=[CH:20][C:16]([C:17]([OH:19])=[O:18])=[C:15]([NH:7][C:5]2[N:4]([C:8]3[CH:13]=[CH:12][N:11]=[CH:10][CH:9]=3)[N:3]=[C:2]([CH3:1])[CH:6]=2)[CH:23]=1. Given the reactants [CH3:1][C:2]1[CH:6]=[C:5]([NH2:7])[N:4]([C:8]2[CH:13]=[CH:12][N:11]=[CH:10][CH:9]=2)[N:3]=1.Cl[C:15]1[CH:23]=[C:22]([F:24])[C:21]([F:25])=[CH:20][C:16]=1[C:17]([OH:19])=[O:18].C(=O)([O-])[O-].[K+].[K+].Cl, predict the reaction product. (2) Given the reactants CC([O-])(C)C.[Na+].[O-]P([O-])([O-])=O.[K+].[K+].[K+].Cl[C:16]1[CH:21]=[CH:20][CH:19]=[CH:18][C:17]=1[N+:22]([O-:24])=[O:23].[CH3:25][O:26][C:27]1[C:28]([NH2:33])=[CH:29][CH:30]=[CH:31][CH:32]=1, predict the reaction product. The product is: [CH3:25][O:26][C:27]1[CH:32]=[CH:31][CH:30]=[CH:29][C:28]=1[NH:33][C:16]1[CH:21]=[CH:20][CH:19]=[CH:18][C:17]=1[N+:22]([O-:24])=[O:23]. (3) Given the reactants [C:1]1([C@@H:13]2[C@H:18]([CH3:19])[CH2:17][CH2:16][N:15](C(OC(C)(C)C)=O)[CH2:14]2)[N:5]2[C:6]3[CH:12]=[CH:11][NH:10][C:7]=3[N:8]=[CH:9][C:4]2=[CH:3][N:2]=1.[ClH:27], predict the reaction product. The product is: [ClH:27].[CH3:19][C@@H:18]1[CH2:17][CH2:16][NH:15][CH2:14][C@@H:13]1[C:1]1[N:5]2[C:6]3[CH:12]=[CH:11][NH:10][C:7]=3[N:8]=[CH:9][C:4]2=[CH:3][N:2]=1.